This data is from Peptide-MHC class I binding affinity with 185,985 pairs from IEDB/IMGT. The task is: Regression. Given a peptide amino acid sequence and an MHC pseudo amino acid sequence, predict their binding affinity value. This is MHC class I binding data. (1) The peptide sequence is MLLMLLPTA. The MHC is HLA-A02:01 with pseudo-sequence HLA-A02:01. The binding affinity (normalized) is 1.00. (2) The peptide sequence is VFFKQWFEK. The MHC is HLA-A30:01 with pseudo-sequence HLA-A30:01. The binding affinity (normalized) is 0.834. (3) The peptide sequence is VPATATASI. The MHC is HLA-B07:02 with pseudo-sequence HLA-B07:02. The binding affinity (normalized) is 0.706. (4) The peptide sequence is AEWDRVHPV. The MHC is HLA-B35:01 with pseudo-sequence HLA-B35:01. The binding affinity (normalized) is 0.